From a dataset of Reaction yield outcomes from USPTO patents with 853,638 reactions. Predict the reaction yield, written as a fraction of the theoretical maximum amount of product (1.0 means a 100% yield; for example, 0.34 means a 34% yield). (1) The reactants are Cl.[SH:2][CH2:3][CH2:4]N.Cl[C:7]([C:20]1[CH:25]=[CH:24][CH:23]=[CH:22][CH:21]=1)([C:14]1[CH:19]=[CH:18][CH:17]=[CH:16][CH:15]=1)[C:8]1[CH:13]=[CH:12][CH:11]=[CH:10][CH:9]=1.F[C:27](F)(F)[C:28]([OH:30])=[O:29]. The catalyst is ClCCl. The product is [C:8]1([C:7]([C:20]2[CH:25]=[CH:24][CH:23]=[CH:22][CH:21]=2)([C:14]2[CH:19]=[CH:18][CH:17]=[CH:16][CH:15]=2)[S:2][C:3]2[CH:4]=[CH:9][C:8]([CH2:27][C:28]([OH:30])=[O:29])=[CH:7][CH:14]=2)[CH:13]=[CH:12][CH:11]=[CH:10][CH:9]=1. The yield is 0.850. (2) The reactants are [CH2:1]([NH2:3])[CH3:2].F[C:5]1[CH:10]=[C:9](F)[CH:8]=[CH:7][C:6]=1[N+:12]([O-:14])=[O:13].[CH2:15]([OH:22])[C:16]1[CH:21]=[CH:20][CH:19]=[CH:18][CH:17]=1.C(=O)([O-])[O-].[K+].[K+]. The catalyst is S([O-])(O)(=O)=O.C([N+](CCCC)(CCCC)CCCC)CCC.O.C1(C)C=CC=CC=1. The product is [CH2:15]([O:22][C:9]1[CH:8]=[CH:7][C:6]([N+:12]([O-:14])=[O:13])=[C:5]([CH:10]=1)[NH:3][CH2:1][CH3:2])[C:16]1[CH:21]=[CH:20][CH:19]=[CH:18][CH:17]=1. The yield is 0.620. (3) The reactants are [OH:1][C:2]1[C:3](=[O:17])[NH:4][C:5](=[O:16])[N:6]([CH2:8][CH2:9][C:10]2[CH:15]=[CH:14][CH:13]=[CH:12]C=2)[N:7]=1. The catalyst is CO. The product is [CH2:8]([N:6]1[C:5](=[O:16])[NH:4][C:3](=[O:17])[C:2]([OH:1])=[N:7]1)[C:9]1[CH:10]=[CH:15][CH:14]=[CH:13][CH:12]=1. The yield is 0.810. (4) The reactants are C(OC(=O)[N:7]([C@H:19]1[CH2:24][CH2:23][C@@H:22]([N:25]2[C:30](=[O:31])[C:29]3[CH:32]=[C:33]([F:36])[CH:34]=[N:35][C:28]=3[N:27]([C:37]3[CH:38]=[C:39]([C:43]4[CH:48]=[CH:47][C:46](C=O)=[CH:45][CH:44]=4)[CH:40]=[CH:41][CH:42]=3)[C:26]2=[O:51])[CH2:21][CH2:20]1)[CH2:8][C:9]1[N:10]=[C:11]2[CH:16]=[CH:15][C:14]([F:17])=[CH:13][N:12]2[CH:18]=1)(C)(C)C.[N:53]1([C:59](OC(C)(C)C)=O)[CH2:58][CH2:57][NH:56][CH2:55][CH2:54]1.C(O[BH-](OC(=O)C)OC(=O)C)(=O)C.[Na+].CO. The catalyst is C(Cl)Cl. The product is [F:36][C:33]1[CH:34]=[N:35][C:28]2[N:27]([C:37]3[CH:38]=[C:39]([C:43]4[CH:48]=[CH:47][C:46]([CH2:59][N:53]5[CH2:54][CH2:55][NH:56][CH2:57][CH2:58]5)=[CH:45][CH:44]=4)[CH:40]=[CH:41][CH:42]=3)[C:26](=[O:51])[N:25]([C@H:22]3[CH2:21][CH2:20][C@@H:19]([NH:7][CH2:8][C:9]4[N:10]=[C:11]5[CH:16]=[CH:15][C:14]([F:17])=[CH:13][N:12]5[CH:18]=4)[CH2:24][CH2:23]3)[C:30](=[O:31])[C:29]=2[CH:32]=1. The yield is 0.490. (5) The reactants are [C:1]([CH:3]([CH2:7][C:8]1[C:13]([Cl:14])=[CH:12][CH:11]=[CH:10][C:9]=1[Cl:15])C(O)=O)#[N:2].O. The product is [Cl:14][C:13]1[CH:12]=[CH:11][CH:10]=[C:9]([Cl:15])[C:8]=1[CH2:7][CH2:3][C:1]#[N:2]. The catalyst is CC(N(C)C)=O. The yield is 0.940. (6) The reactants are C([NH:4][OH:5])(=O)C.CC(C)([O-])C.[K+].[C:12]([C:14]1[CH:19]=[CH:18][C:17]([N:20]2[C:24]([C:25]3[CH:30]=[CH:29][C:28]([O:31][CH3:32])=[CH:27][CH:26]=3)=[CH:23][CH:22]=[C:21]2[CH2:33][CH2:34][C:35]([O:37][CH2:38][CH3:39])=[O:36])=[CH:16][C:15]=1F)#[N:13].C(OCC)(=O)C. The catalyst is CN(C=O)C.[Cl-].[Na+].O. The product is [NH2:13][C:12]1[C:14]2[CH:19]=[CH:18][C:17]([N:20]3[C:24]([C:25]4[CH:30]=[CH:29][C:28]([O:31][CH3:32])=[CH:27][CH:26]=4)=[CH:23][CH:22]=[C:21]3[CH2:33][CH2:34][C:35]([O:37][CH2:38][CH3:39])=[O:36])=[CH:16][C:15]=2[O:5][N:4]=1. The yield is 0.390. (7) The reactants are [C:1]([O:9]CC)(=O)[CH2:2][C:3]([O:5][CH2:6][CH3:7])=[O:4].[H-].[Na+].[H][H].[F:16][C:17]1[CH:29]=[CH:28][C:20]2[N:21](C)[C:22](=O)[O:23][C:24](=O)[C:19]=2[CH:18]=1.Cl. The catalyst is CC(N(C)C)=O. The product is [CH2:6]([O:5][C:3]([C:2]1[C:1](=[O:9])[N:21]([CH3:22])[C:20]2[C:19]([C:24]=1[OH:23])=[CH:18][C:17]([F:16])=[CH:29][CH:28]=2)=[O:4])[CH3:7]. The yield is 0.530.